From a dataset of Forward reaction prediction with 1.9M reactions from USPTO patents (1976-2016). Predict the product of the given reaction. (1) Given the reactants [OH:1][C:2]1[CH:3]=[C:4]([CH2:8][CH:9]([O:15][CH:16]([CH3:18])[CH3:17])[C:10]([O:12][CH2:13][CH3:14])=[O:11])[CH:5]=[CH:6][CH:7]=1.C(N(CC)CC)C.[F:26][C:27]([F:46])([F:45])[S:28](N([S:28]([C:27]([F:46])([F:45])[F:26])(=[O:30])=[O:29])C1C=CC=CC=1)(=[O:30])=[O:29], predict the reaction product. The product is: [CH:16]([O:15][CH:9]([CH2:8][C:4]1[CH:5]=[CH:6][CH:7]=[C:2]([O:1][S:28]([C:27]([F:46])([F:45])[F:26])(=[O:30])=[O:29])[CH:3]=1)[C:10]([O:12][CH2:13][CH3:14])=[O:11])([CH3:17])[CH3:18]. (2) Given the reactants Cl[C:2]1[CH:7]=[C:6]([Cl:8])[N:5]=[N:4][C:3]=1[C:9]([O:11][CH2:12][CH3:13])=[O:10].[CH3:14][O:15][C:16]([C:19]1[N:24]=[C:23]([NH2:25])[CH:22]=[CH:21][CH:20]=1)([CH3:18])[CH3:17], predict the reaction product. The product is: [Cl:8][C:6]1[N:5]=[N:4][C:3]([C:9]([O:11][CH2:12][CH3:13])=[O:10])=[C:2]([NH:25][C:23]2[CH:22]=[CH:21][CH:20]=[C:19]([C:16]([O:15][CH3:14])([CH3:17])[CH3:18])[N:24]=2)[CH:7]=1.